Task: Predict the reactants needed to synthesize the given product.. Dataset: Full USPTO retrosynthesis dataset with 1.9M reactions from patents (1976-2016) Given the product [CH3:11][C:10]1([CH3:15])[O:5][CH2:4][CH:3]([CH2:6][CH2:7][OH:8])[CH2:2][O:1]1, predict the reactants needed to synthesize it. The reactants are: [OH:1][CH2:2][CH:3]([CH2:6][CH2:7][OH:8])[CH2:4][OH:5].O.[C:10]1(C)[CH:15]=CC(S(O)(=O)=O)=C[CH:11]=1.C(N(CC)CC)C.